Dataset: Reaction yield outcomes from USPTO patents with 853,638 reactions. Task: Predict the reaction yield, written as a fraction of the theoretical maximum amount of product (1.0 means a 100% yield; for example, 0.34 means a 34% yield). (1) The reactants are [CH:1]([NH:14][C:15]1[N:23]=[C:22]([Cl:24])[N:21]=[C:20]2[C:16]=1[N:17]=[CH:18][NH:19]2)([C:8]1[CH:13]=[CH:12][CH:11]=[CH:10][CH:9]=1)[C:2]1[CH:7]=[CH:6][CH:5]=[CH:4][CH:3]=1.[O:25]1[CH:30]=[CH:29][CH2:28][CH2:27][CH2:26]1.C(=O)(O)[O-].[Na+]. The catalyst is C(OCC)(=O)C.C1(C)C=CC(S(O)(=O)=O)=CC=1. The product is [CH:1]([NH:14][C:15]1[N:23]=[C:22]([Cl:24])[N:21]=[C:20]2[C:16]=1[N:17]=[CH:18][N:19]2[CH:26]1[CH2:27][CH2:28][CH2:29][CH2:30][O:25]1)([C:8]1[CH:9]=[CH:10][CH:11]=[CH:12][CH:13]=1)[C:2]1[CH:3]=[CH:4][CH:5]=[CH:6][CH:7]=1. The yield is 0.910. (2) The reactants are NO.[C:3](=[O:6])([O-])[OH:4].[Na+].[Cl:8][C:9]1[CH:10]=[CH:11][C:12]2[N:13]([CH:15]=[C:16]([NH:18][C:19](=[O:31])[C:20]3[CH:25]=[CH:24][C:23]([C:26]([C:29]#[N:30])([CH3:28])[CH3:27])=[CH:22][CH:21]=3)[N:17]=2)[CH:14]=1.[N:32]12CCCN=C1CCCCC2. The catalyst is CS(C)=O.O. The product is [Cl:8][C:9]1[CH:10]=[CH:11][C:12]2[N:13]([CH:15]=[C:16]([NH:18][C:19](=[O:31])[C:20]3[CH:25]=[CH:24][C:23]([C:26]([CH3:28])([C:29]4[NH:32][C:3](=[O:6])[O:4][N:30]=4)[CH3:27])=[CH:22][CH:21]=3)[N:17]=2)[CH:14]=1. The yield is 0.160. (3) The reactants are [C:1]([O:5][C:6]([NH:8][C:9]1[CH2:10][C:11]([C:33]([O:35]CC)=[O:34])=[CH:12][C:13]2[CH:19]=[CH:18][C:17]([C:20]3[CH:25]=[CH:24][C:23]([C:26]([N:28]4[CH2:32][CH2:31][CH2:30][CH2:29]4)=[O:27])=[CH:22][CH:21]=3)=[CH:16][C:14]=2[N:15]=1)=[O:7])([CH3:4])([CH3:3])[CH3:2].[Li+].[OH-].P(=O)(O)(O)O.C(Cl)Cl. The catalyst is C1COCC1.CCO.O. The product is [C:1]([O:5][C:6]([NH:8][C:9]1[CH2:10][C:11]([C:33]([OH:35])=[O:34])=[CH:12][C:13]2[CH:19]=[CH:18][C:17]([C:20]3[CH:21]=[CH:22][C:23]([C:26]([N:28]4[CH2:29][CH2:30][CH2:31][CH2:32]4)=[O:27])=[CH:24][CH:25]=3)=[CH:16][C:14]=2[N:15]=1)=[O:7])([CH3:4])([CH3:2])[CH3:3]. The yield is 0.900. (4) The reactants are [NH2:1][C:2]1[CH:7]=[CH:6][CH:5]=[CH:4][C:3]=1[NH:8][C:9](=[O:32])[C:10]1[CH:15]=[CH:14][C:13]([CH:16]2[CH2:21][CH2:20][N:19]([CH2:22][C:23]3[C:24]([CH3:31])=[N:25][N:26]([CH3:30])[C:27]=3OC)[CH2:18][CH2:17]2)=[CH:12][CH:11]=1.CN1[CH:38]=[C:37]([CH:39]=O)[C:36](C)=N1.[C:42]([OH:45])(=[O:44])C.[H][H].[OH-].[Na+]. The catalyst is [Pd].O.O1CCCC1. The product is [CH3:30][N:26]1[CH:27]=[C:23]([CH2:22][N:19]2[CH2:20][CH2:21][CH:16]([C:13]3[CH:14]=[CH:15][C:10]([C:9]([NH:8][C:3]4[CH:4]=[CH:5][CH:6]=[CH:7][C:2]=4[NH:1][C:42](=[O:44])[O:45][C:37]([CH3:39])([CH3:38])[CH3:36])=[O:32])=[CH:11][CH:12]=3)[CH2:17][CH2:18]2)[C:24]([CH3:31])=[N:25]1. The yield is 0.830. (5) The reactants are Br[C:2]1[C:7]([C:8]([F:11])([F:10])[F:9])=[CH:6][C:5]([NH:12][C:13]2[N:17]=[C:16]([NH2:18])[NH:15][N:14]=2)=[CH:4][C:3]=1[Cl:19].CC1(C)C(C)(C)OB([C:28]2[CH:33]=[CH:32][C:31]([S:34]([CH2:37][CH2:38][OH:39])(=[O:36])=[O:35])=[CH:30][CH:29]=2)O1.O1CCOCC1.C(=O)([O-])[O-].[K+].[K+]. The catalyst is C1C=CC([P]([Pd]([P](C2C=CC=CC=2)(C2C=CC=CC=2)C2C=CC=CC=2)([P](C2C=CC=CC=2)(C2C=CC=CC=2)C2C=CC=CC=2)[P](C2C=CC=CC=2)(C2C=CC=CC=2)C2C=CC=CC=2)(C2C=CC=CC=2)C2C=CC=CC=2)=CC=1.COCCOC. The product is [NH2:18][C:16]1[NH:15][N:14]=[C:13]([NH:12][C:5]2[CH:6]=[C:7]([C:8]([F:11])([F:10])[F:9])[C:2]([C:28]3[CH:33]=[CH:32][C:31]([S:34]([CH2:37][CH2:38][OH:39])(=[O:35])=[O:36])=[CH:30][CH:29]=3)=[C:3]([Cl:19])[CH:4]=2)[N:17]=1. The yield is 0.0550. (6) The yield is 0.780. The reactants are [OH:1][N:2]=[C:3](Cl)[C:4]1[CH:9]=[CH:8][CH:7]=[C:6]([C:10]([F:13])([F:12])[F:11])[CH:5]=1.[CH3:15][O:16][C:17](=[O:21])[CH2:18][C:19]#[N:20].C[O-].[Na+]. The product is [CH3:15][O:16][C:17]([C:18]1[C:3]([C:4]2[CH:9]=[CH:8][CH:7]=[C:6]([C:10]([F:13])([F:12])[F:11])[CH:5]=2)=[N:2][O:1][C:19]=1[NH2:20])=[O:21]. The catalyst is CO. (7) The reactants are [Cl:1][C:2]1[CH:7]=[CH:6][C:5]([S:8]([CH:11]([C:25]2[CH:30]=[C:29]([F:31])[CH:28]=[CH:27][C:26]=2[F:32])[CH2:12][CH2:13][N:14]([CH2:22][CH2:23][OH:24])C(=O)OC(C)(C)C)(=[O:10])=[O:9])=[CH:4][CH:3]=1.FC(F)(F)C(O)=O. The catalyst is ClCCl.C(OCC)C. The product is [ClH:1].[Cl:1][C:2]1[CH:3]=[CH:4][C:5]([S:8]([CH:11]([C:25]2[CH:30]=[C:29]([F:31])[CH:28]=[CH:27][C:26]=2[F:32])[CH2:12][CH2:13][NH:14][CH2:22][CH2:23][OH:24])(=[O:10])=[O:9])=[CH:6][CH:7]=1. The yield is 0.950.